Dataset: Catalyst prediction with 721,799 reactions and 888 catalyst types from USPTO. Task: Predict which catalyst facilitates the given reaction. Reactant: [OH-].[Na+].CC[O:5][C:6]([C@@H:8]([NH:17][C@H:18]([C:20]([N:22]1[C@H:30]([C:31]([OH:33])=[O:32])[CH2:29][C@@H:28]2[C@@H:23]1[CH2:24][CH2:25][CH2:26][CH2:27]2)=[O:21])[CH3:19])[CH2:9][CH2:10][C:11]1[CH:12]=[CH:13][CH:14]=[CH:15][CH:16]=1)=[O:7].[ClH:34]. Product: [CH3:19][C@H:18]([NH:17][C@H:8]([C:6]([OH:7])=[O:5])[CH2:9][CH2:10][C:11]1[CH:12]=[CH:13][CH:14]=[CH:15][CH:16]=1)[C:20]([N:22]1[C@H:30]([C:31]([OH:33])=[O:32])[CH2:29][C@@H:28]2[C@@H:23]1[CH2:24][CH2:25][CH2:26][CH2:27]2)=[O:21].[Cl-:34]. The catalyst class is: 97.